From a dataset of Catalyst prediction with 721,799 reactions and 888 catalyst types from USPTO. Predict which catalyst facilitates the given reaction. (1) Reactant: [N:1]1([C:6]2[CH:16]=[CH:15][C:9]([C:10](OCC)=[O:11])=[CH:8][CH:7]=2)[CH:5]=[CH:4][CH:3]=[N:2]1.[BH4-].[Na+].[Cl-].[Ca+2].[Cl-]. Product: [N:1]1([C:6]2[CH:16]=[CH:15][C:9]([CH2:10][OH:11])=[CH:8][CH:7]=2)[CH:5]=[CH:4][CH:3]=[N:2]1. The catalyst class is: 295. (2) Reactant: [C:9](O[C:9]([O:11][C:12]([CH3:15])([CH3:14])[CH3:13])=[O:10])([O:11][C:12]([CH3:15])([CH3:14])[CH3:13])=[O:10].[OH-].[Na+].Br.[Br:19][CH2:20][CH2:21][NH2:22]. Product: [Br:19][CH2:20][CH2:21][NH:22][C:9](=[O:10])[O:11][C:12]([CH3:13])([CH3:14])[CH3:15]. The catalyst class is: 30. (3) Reactant: [C:1]1([C:7]2([C:13]([OH:15])=O)[CH2:12][CH2:11][CH2:10][CH2:9][CH2:8]2)[CH:6]=[CH:5][CH:4]=[CH:3][CH:2]=1.C(Cl)(=O)C([Cl:19])=O. Product: [C:1]1([C:7]2([C:13]([Cl:19])=[O:15])[CH2:12][CH2:11][CH2:10][CH2:9][CH2:8]2)[CH:6]=[CH:5][CH:4]=[CH:3][CH:2]=1. The catalyst class is: 120. (4) Reactant: [N:1]([CH:4]([C:9]1[CH:14]=[C:13]([F:15])[CH:12]=[C:11]([F:16])[CH:10]=1)[C:5]([O:7]C)=[O:6])=[N+:2]=[N-:3].[OH-].[Li+]. Product: [N:1]([CH:4]([C:9]1[CH:10]=[C:11]([F:16])[CH:12]=[C:13]([F:15])[CH:14]=1)[C:5]([OH:7])=[O:6])=[N+:2]=[N-:3]. The catalyst class is: 20. (5) The catalyst class is: 1. Product: [F:26][C:2]1[CH:7]=[CH:6][N:5]=[C:4]2[N:8]([Si:11]([CH:18]([CH3:20])[CH3:19])([CH:15]([CH3:17])[CH3:16])[CH:12]([CH3:14])[CH3:13])[CH:9]=[CH:10][C:3]=12. Reactant: Br[C:2]1[CH:7]=[CH:6][N:5]=[C:4]2[N:8]([Si:11]([CH:18]([CH3:20])[CH3:19])([CH:15]([CH3:17])[CH3:16])[CH:12]([CH3:14])[CH3:13])[CH:9]=[CH:10][C:3]=12.C([Li])(C)(C)C.[F:26]N(S(C1C=CC=CC=1)(=O)=O)S(C1C=CC=CC=1)(=O)=O. (6) Reactant: [Cl:1][C:2]1[CH:3]=[C:4]([CH2:17][N:18]2[C:22]([CH3:23])=[CH:21][C:20]([C:24]([NH:26][C:27]3[CH:32]=[CH:31][C:30]([CH:33]=O)=[CH:29][N:28]=3)=[O:25])=[N:19]2)[C:5]2[O:9][C:8]([C:10]3[CH:15]=[CH:14][CH:13]=[CH:12][CH:11]=3)=[CH:7][C:6]=2[CH:16]=1.C([N:42]1[CH2:47][CH2:46][NH:45][CH2:44][CH2:43]1)(OC(C)(C)C)=O.[BH-](OC(C)=O)(OC(C)=O)OC(C)=O.[Na+]. Product: [ClH:1].[Cl:1][C:2]1[CH:3]=[C:4]([CH2:17][N:18]2[C:22]([CH3:23])=[CH:21][C:20]([C:24]([NH:26][C:27]3[CH:32]=[CH:31][C:30]([CH2:33][N:42]4[CH2:47][CH2:46][NH:45][CH2:44][CH2:43]4)=[CH:29][N:28]=3)=[O:25])=[N:19]2)[C:5]2[O:9][C:8]([C:10]3[CH:11]=[CH:12][CH:13]=[CH:14][CH:15]=3)=[CH:7][C:6]=2[CH:16]=1. The catalyst class is: 2.